This data is from Catalyst prediction with 721,799 reactions and 888 catalyst types from USPTO. The task is: Predict which catalyst facilitates the given reaction. Reactant: [C:1]([OH:9])(=[O:8])[CH:2]([CH2:4][C:5]([OH:7])=[O:6])[OH:3].[O-2:10].[Zn+2:11].C(=O)([O-])[O-:13].[Ca+2:16]. Product: [C:1]([OH:9])(=[O:8])[CH:2]([CH2:4][C:5]([OH:7])=[O:6])[OH:3].[C:1]([O-:9])(=[O:8])[CH:2]([CH2:4][C:5]([O-:7])=[O:6])[OH:3].[Zn+2:11].[OH:10][Ca:16][OH:13].[C:1]([O-:9])(=[O:8])[CH:2]([CH2:4][C:5]([O-:7])=[O:6])[OH:3]. The catalyst class is: 6.